This data is from Reaction yield outcomes from USPTO patents with 853,638 reactions. The task is: Predict the reaction yield, written as a fraction of the theoretical maximum amount of product (1.0 means a 100% yield; for example, 0.34 means a 34% yield). (1) The reactants are [Cl:1][C:2]1[CH:7]=[CH:6][C:5]([C:8]2[N:13]=[C:12]([C:14](OC)=[O:15])[CH:11]=[CH:10][C:9]=2[C:18]2[CH:23]=[CH:22][CH:21]=[CH:20][C:19]=2[Cl:24])=[CH:4][C:3]=1[O:25][CH2:26][CH2:27][CH2:28][N:29]([CH3:31])[CH3:30].[NH2:32][C:33]1([C:43]([OH:45])=[O:44])[CH:40]2[CH2:41][CH:36]3[CH2:37][CH:38]([CH2:42][CH:34]1[CH2:35]3)[CH2:39]2. No catalyst specified. The product is [ClH:1].[Cl:1][C:2]1[CH:7]=[CH:6][C:5]([C:8]2[N:13]=[C:12]([C:14]([NH:32][C:33]3([C:43]([OH:45])=[O:44])[CH:40]4[CH2:39][CH:38]5[CH2:37][CH:36]([CH2:35][CH:34]3[CH2:42]5)[CH2:41]4)=[O:15])[CH:11]=[CH:10][C:9]=2[C:18]2[CH:23]=[CH:22][CH:21]=[CH:20][C:19]=2[Cl:24])=[CH:4][C:3]=1[O:25][CH2:26][CH2:27][CH2:28][N:29]([CH3:30])[CH3:31]. The yield is 0.290. (2) The reactants are [Cl:1][C:2]1[C:7]([O:8][CH3:9])=[CH:6][C:5]([O:10][CH3:11])=[C:4]([Cl:12])[C:3]=1[C:13]1[CH:33]=[N:32][C:16]2[N:17]=[C:18]([NH:21][C:22]3[C:27]([N+:28]([O-])=O)=[CH:26][CH:25]=[CH:24][C:23]=3[CH3:31])[N:19]=[CH:20][C:15]=2[CH:14]=1.[Cl-].[NH4+]. The catalyst is C(O)C.O.[Fe]. The product is [Cl:1][C:2]1[C:7]([O:8][CH3:9])=[CH:6][C:5]([O:10][CH3:11])=[C:4]([Cl:12])[C:3]=1[C:13]1[CH:33]=[N:32][C:16]2[N:17]=[C:18]([NH:21][C:22]3[C:27]([NH2:28])=[CH:26][CH:25]=[CH:24][C:23]=3[CH3:31])[N:19]=[CH:20][C:15]=2[CH:14]=1. The yield is 0.530. (3) The yield is 0.930. The catalyst is [Fe].O. The reactants are [CH3:1][C:2]1[S:6][C:5]([C:7]2[CH:12]=[CH:11][CH:10]=[CH:9][C:8]=2[N+:13]([O-])=O)=[N:4][CH:3]=1.[Cl-].[NH4+].C(O)(C)C. The product is [CH3:1][C:2]1[S:6][C:5]([C:7]2[CH:12]=[CH:11][CH:10]=[CH:9][C:8]=2[NH2:13])=[N:4][CH:3]=1. (4) The yield is 0.100. The product is [Cl:32][C:31]1[CH:30]=[C:29]2[C:25]([C:26]([C:33]([OH:35])=[O:34])=[N:27][NH:28]2)=[CH:24][C:23]=1[C:8]1[CH:13]=[CH:12][C:11]([C:14]2([OH:18])[CH2:15][CH2:16][CH2:17]2)=[C:10]([O:19][CH3:20])[CH:9]=1. The reactants are CC1(C)COB([C:8]2[CH:13]=[CH:12][C:11]([C:14]3([OH:18])[CH2:17][CH2:16][CH2:15]3)=[C:10]([O:19][CH3:20])[CH:9]=2)OC1.Br[C:23]1[CH:24]=[C:25]2[C:29](=[CH:30][C:31]=1[Cl:32])[NH:28][N:27]=[C:26]2[C:33]([OH:35])=[O:34].C(=O)([O-])[O-].[K+].[K+].OS([O-])(=O)=O.[Na+]. The catalyst is C(OCC)(=O)C.CS(C)=O.C1C=CC(P(C2C=CC=CC=2)[C-]2C=CC=C2)=CC=1.C1C=CC(P(C2C=CC=CC=2)[C-]2C=CC=C2)=CC=1.Cl[Pd]Cl.[Fe+2].CCO.C1COCC1.C1(C)C=CC=CC=1. (5) The reactants are [CH2:1]([Li])[CH2:2][CH2:3][CH3:4].[C:6]([C:9]1[C:10]([O:27][CH2:28][C:29]2[CH:34]=[CH:33][CH:32]=[CH:31][CH:30]=2)=[CH:11][C:12]([O:19]CC2C=CC=CC=2)=[C:13]([CH:18]=1)[C:14]([O:16][CH3:17])=[O:15])(=O)[CH3:7].[CH3:35]O.O1C[CH2:40][CH2:39][CH2:38]1. The catalyst is [Br-].C[P+](C1C=CC=CC=1)(C1C=CC=CC=1)C1C=CC=CC=1. The product is [CH2:1]([O:19][C:12]1[CH:11]=[C:10]([O:27][CH2:28][C:29]2[CH:34]=[CH:33][CH:32]=[CH:31][CH:30]=2)[C:9]([C:6]([CH3:35])=[CH2:7])=[CH:18][C:13]=1[C:14]([O:16][CH3:17])=[O:15])[C:2]1[CH:40]=[CH:39][CH:38]=[CH:4][CH:3]=1. The yield is 0.360. (6) The reactants are [N+:1]([C:4]1[CH:9]=[CH:8][C:7]([C:10]2[NH:15][C:14]([C:16]3[CH:21]=[CH:20][C:19]([O:22][C:23]4[CH:28]=[CH:27][CH:26]=[CH:25][CH:24]=4)=[CH:18][CH:17]=3)=[C:13]([C:29]#[N:30])[C:12](=O)[CH:11]=2)=[CH:6][CH:5]=1)([O-:3])=[O:2].P(Cl)(Cl)([Cl:34])=O. No catalyst specified. The product is [Cl:34][C:12]1[C:13]([C:29]#[N:30])=[C:14]([C:16]2[CH:21]=[CH:20][C:19]([O:22][C:23]3[CH:28]=[CH:27][CH:26]=[CH:25][CH:24]=3)=[CH:18][CH:17]=2)[N:15]=[C:10]([C:7]2[CH:8]=[CH:9][C:4]([N+:1]([O-:3])=[O:2])=[CH:5][CH:6]=2)[CH:11]=1. The yield is 0.620. (7) The reactants are [CH3:1][N:2]([CH:21]([CH3:23])[CH3:22])[C:3]1[CH:20]=[N:19][C:6]2[CH2:7][N:8]([C:12]([O:14][C:15]([CH3:18])([CH3:17])[CH3:16])=[O:13])[CH2:9][CH2:10][O:11][C:5]=2[N:4]=1.[Br:24]N1C(=O)CCC1=O.C(#N)C. The catalyst is O. The product is [Br:24][C:20]1[C:3]([N:2]([CH3:1])[CH:21]([CH3:23])[CH3:22])=[N:4][C:5]2[O:11][CH2:10][CH2:9][N:8]([C:12]([O:14][C:15]([CH3:18])([CH3:16])[CH3:17])=[O:13])[CH2:7][C:6]=2[N:19]=1. The yield is 0.740. (8) The reactants are Cl[C:2]1[CH:7]=[CH:6][C:5]([C:8]([NH:10][C:11]2[S:12][C:13]([N:21]3[CH2:26][CH2:25][O:24][CH2:23][CH2:22]3)=[C:14]([C:16]3[O:17][CH:18]=[CH:19][CH:20]=3)[N:15]=2)=[O:9])=[CH:4][N:3]=1.[NH:27]1[CH2:32][CH2:31][O:30][CH2:29][CH2:28]1. The catalyst is O1CCOCC1. The yield is 0.840. The product is [O:17]1[CH:18]=[CH:19][CH:20]=[C:16]1[C:14]1[N:15]=[C:11]([NH:10][C:8]([C:5]2[CH:6]=[CH:7][C:2]([N:27]3[CH2:32][CH2:31][O:30][CH2:29][CH2:28]3)=[N:3][CH:4]=2)=[O:9])[S:12][C:13]=1[N:21]1[CH2:26][CH2:25][O:24][CH2:23][CH2:22]1.